Dataset: Blood-brain barrier permeability classification from the B3DB database. Task: Regression/Classification. Given a drug SMILES string, predict its absorption, distribution, metabolism, or excretion properties. Task type varies by dataset: regression for continuous measurements (e.g., permeability, clearance, half-life) or binary classification for categorical outcomes (e.g., BBB penetration, CYP inhibition). Dataset: b3db_classification. (1) The drug is C=CCC(CC)(CC)C(N)=O. The result is 1 (penetrates BBB). (2) The result is 1 (penetrates BBB). The molecule is C[C@H](CN(C)C)CN1c2ccccc2Sc2ccccc21. (3) The molecule is COc1ccc2cc(C(C)C(=O)O)ccc2c1. The result is 1 (penetrates BBB). (4) The compound is CNCCO[C@@H](c1ccccc1)c1ccccc1C. The result is 1 (penetrates BBB). (5) The drug is Cc1cc(NC(=O)C2=C(O)c3ccccc3S(=O)(=O)N2C)no1. The result is 0 (does not penetrate BBB). (6) The drug is CS(=O)(=O)[C@H]1[C@H](c2ccc3c(c2)OCO3)[C@@]1(CN)CO. The result is 1 (penetrates BBB). (7) The molecule is CC(c1cc2ccccc2s1)N(O)C(N)=O. The result is 0 (does not penetrate BBB). (8) The drug is CN1CCN2c3cc(F)ccc3C(c3cccs3)=NCC2C1. The result is 1 (penetrates BBB).